From a dataset of Peptide-MHC class I binding affinity with 185,985 pairs from IEDB/IMGT. Regression. Given a peptide amino acid sequence and an MHC pseudo amino acid sequence, predict their binding affinity value. This is MHC class I binding data. (1) The binding affinity (normalized) is 0.0847. The MHC is HLA-B15:01 with pseudo-sequence HLA-B15:01. The peptide sequence is QSYEFLGLK. (2) The MHC is HLA-A68:02 with pseudo-sequence HLA-A68:02. The peptide sequence is AFHQLVQVI. The binding affinity (normalized) is 0.0847.